From a dataset of Full USPTO retrosynthesis dataset with 1.9M reactions from patents (1976-2016). Predict the reactants needed to synthesize the given product. Given the product [CH2:22]([NH:24][C:18]([C:14]1[S:13][C:12](/[CH:11]=[CH:10]/[C:9]2[C:5]([CH2:1][CH2:2][CH2:3][CH3:4])=[N:6][O:7][C:8]=2[CH3:21])=[N:16][C:15]=1[CH3:17])=[O:20])[CH3:23], predict the reactants needed to synthesize it. The reactants are: [CH2:1]([C:5]1[C:9](/[CH:10]=[CH:11]/[C:12]2[S:13][C:14]([C:18]([OH:20])=O)=[C:15]([CH3:17])[N:16]=2)=[C:8]([CH3:21])[O:7][N:6]=1)[CH2:2][CH2:3][CH3:4].[CH2:22]([NH2:24])[CH3:23].